From a dataset of Reaction yield outcomes from USPTO patents with 853,638 reactions. Predict the reaction yield, written as a fraction of the theoretical maximum amount of product (1.0 means a 100% yield; for example, 0.34 means a 34% yield). (1) The reactants are [CH:1]1([NH2:7])[CH2:6][CH2:5][CH2:4][CH2:3][CH2:2]1.Cl[CH2:9][CH2:10][N:11]=[C:12]=[O:13].[H-].[Na+].[NH4+].[Cl-].[Na+].[Cl-]. The catalyst is C1COCC1. The product is [CH:1]1([N:7]2[CH2:9][CH2:10][NH:11][C:12]2=[O:13])[CH2:6][CH2:5][CH2:4][CH2:3][CH2:2]1. The yield is 0.380. (2) The reactants are C([NH:8][C:9]1[C:14]2[O:15][CH2:16][CH2:17][N:18]([C:19]([O:21][C:22]([CH3:25])([CH3:24])[CH3:23])=[O:20])[C:13]=2[CH:12]=[CH:11][N:10]=1)C1C=CC=CC=1. The catalyst is CO.[Pd]. The product is [NH2:8][C:9]1[C:14]2[O:15][CH2:16][CH2:17][N:18]([C:19]([O:21][C:22]([CH3:25])([CH3:24])[CH3:23])=[O:20])[C:13]=2[CH:12]=[CH:11][N:10]=1. The yield is 0.790.